This data is from NCI-60 drug combinations with 297,098 pairs across 59 cell lines. The task is: Regression. Given two drug SMILES strings and cell line genomic features, predict the synergy score measuring deviation from expected non-interaction effect. (1) Drug 1: CC=C1C(=O)NC(C(=O)OC2CC(=O)NC(C(=O)NC(CSSCCC=C2)C(=O)N1)C(C)C)C(C)C. Drug 2: C#CCC(CC1=CN=C2C(=N1)C(=NC(=N2)N)N)C3=CC=C(C=C3)C(=O)NC(CCC(=O)O)C(=O)O. Cell line: K-562. Synergy scores: CSS=71.2, Synergy_ZIP=10.5, Synergy_Bliss=-12.7, Synergy_Loewe=35.6, Synergy_HSA=-10.6. (2) Drug 1: CN(C(=O)NC(C=O)C(C(C(CO)O)O)O)N=O. Drug 2: CC1CCCC2(C(O2)CC(NC(=O)CC(C(C(=O)C(C1O)C)(C)C)O)C(=CC3=CSC(=N3)C)C)C. Cell line: A549. Synergy scores: CSS=53.2, Synergy_ZIP=3.68, Synergy_Bliss=2.76, Synergy_Loewe=-0.404, Synergy_HSA=4.56. (3) Drug 1: C1=CC(=CC=C1CCC2=CNC3=C2C(=O)NC(=N3)N)C(=O)NC(CCC(=O)O)C(=O)O. Drug 2: CN(CC1=CN=C2C(=N1)C(=NC(=N2)N)N)C3=CC=C(C=C3)C(=O)NC(CCC(=O)O)C(=O)O. Cell line: EKVX. Synergy scores: CSS=2.93, Synergy_ZIP=-4.11, Synergy_Bliss=-2.23, Synergy_Loewe=-6.13, Synergy_HSA=-2.48. (4) Synergy scores: CSS=38.4, Synergy_ZIP=1.91, Synergy_Bliss=1.60, Synergy_Loewe=-7.77, Synergy_HSA=3.11. Drug 2: C1CNP(=O)(OC1)N(CCCl)CCCl. Drug 1: C1CCC(CC1)NC(=O)N(CCCl)N=O. Cell line: HCT116. (5) Drug 1: CC1=C(C(CCC1)(C)C)C=CC(=CC=CC(=CC(=O)O)C)C. Drug 2: CCC1(CC2CC(C3=C(CCN(C2)C1)C4=CC=CC=C4N3)(C5=C(C=C6C(=C5)C78CCN9C7C(C=CC9)(C(C(C8N6C)(C(=O)OC)O)OC(=O)C)CC)OC)C(=O)OC)O.OS(=O)(=O)O. Cell line: SNB-19. Synergy scores: CSS=4.52, Synergy_ZIP=8.15, Synergy_Bliss=7.50, Synergy_Loewe=4.86, Synergy_HSA=5.21. (6) Drug 1: CC(C1=C(C=CC(=C1Cl)F)Cl)OC2=C(N=CC(=C2)C3=CN(N=C3)C4CCNCC4)N. Drug 2: CC(C)CN1C=NC2=C1C3=CC=CC=C3N=C2N. Cell line: MALME-3M. Synergy scores: CSS=-2.64, Synergy_ZIP=-0.395, Synergy_Bliss=-1.30, Synergy_Loewe=-6.05, Synergy_HSA=-3.53.